Task: Predict the reaction yield, written as a fraction of the theoretical maximum amount of product (1.0 means a 100% yield; for example, 0.34 means a 34% yield).. Dataset: Reaction yield outcomes from USPTO patents with 853,638 reactions (1) The reactants are [CH3:1][N:2]([CH3:10])[C:3]1[CH:8]=[CH:7][CH:6]=[C:5]([NH2:9])[CH:4]=1.Br[CH2:12][C:13]([O:15][CH3:16])=[O:14].CCN(C(C)C)C(C)C.O. The catalyst is C1COCC1.C(OCC)(=O)C. The product is [CH3:16][O:15][C:13](=[O:14])[CH2:12][NH:9][C:5]1[CH:6]=[CH:7][CH:8]=[C:3]([N:2]([CH3:10])[CH3:1])[CH:4]=1. The yield is 0.700. (2) The reactants are [F:1][C:2]1[CH:13]=[CH:12][C:5]([O:6][CH2:7][C:8](=[O:11])[C:9]#[CH:10])=[CH:4][CH:3]=1.C(=O)C.C(CN)O. No catalyst specified. The product is [F:1][C:2]1[CH:13]=[CH:12][C:5]([O:6][CH2:7][C@@H:8]([OH:11])[C:9]#[CH:10])=[CH:4][CH:3]=1. The yield is 1.00. (3) The reactants are [CH3:1][O:2][C:3](=[O:46])[C:4]1[CH:9]=[CH:8][C:7]([CH2:10][N:11]2[CH:15]=[C:14]([C:16]3[CH:21]=[CH:20][C:19]([Cl:22])=[CH:18][C:17]=3[Cl:23])[N:13]=[C:12]2/[CH:24]=[CH:25]/[C:26]2[CH:31]=[CH:30][C:29]([C:32]3[CH:37]=[CH:36][C:35]([O:38][C:39]4[CH:44]=[CH:43][C:42]([NH2:45])=[CH:41][CH:40]=4)=[CH:34][CH:33]=3)=[CH:28][CH:27]=2)=[CH:6][CH:5]=1.[CH3:47][S:48](Cl)(=[O:50])=[O:49]. No catalyst specified. The product is [CH3:1][O:2][C:3](=[O:46])[C:4]1[CH:9]=[CH:8][C:7]([CH2:10][N:11]2[CH:15]=[C:14]([C:16]3[CH:21]=[CH:20][C:19]([Cl:22])=[CH:18][C:17]=3[Cl:23])[N:13]=[C:12]2/[CH:24]=[CH:25]/[C:26]2[CH:31]=[CH:30][C:29]([C:32]3[CH:37]=[CH:36][C:35]([O:38][C:39]4[CH:40]=[CH:41][C:42]([NH:45][S:48]([CH3:47])(=[O:50])=[O:49])=[CH:43][CH:44]=4)=[CH:34][CH:33]=3)=[CH:28][CH:27]=2)=[CH:6][CH:5]=1. The yield is 0.570. (4) The reactants are [Si:1]([O:8][C:9]1[CH:25]=[CH:24][C:12]([CH2:13][C:14]2[C:15]([O:17][C:18](=O)C=2C(C)C)=[O:16])=[CH:11][CH:10]=1)([C:4]([CH3:7])([CH3:6])[CH3:5])([CH3:3])[CH3:2].C[Si](C=[N+]=[N-])(C)C.[CH3:33][CH2:34][CH2:35]CCC.CCCCCC.[C:45]([O:48][CH2:49]C)(=[O:47])[CH3:46]. The catalyst is CO. The product is [Si:1]([O:8][C:9]1[CH:10]=[CH:11][C:12]([CH2:13]/[C:14](=[C:46](\[CH:34]([CH3:35])[CH3:33])/[C:45]([O:48][CH3:49])=[O:47])/[C:15]([O:17][CH3:18])=[O:16])=[CH:24][CH:25]=1)([C:4]([CH3:5])([CH3:6])[CH3:7])([CH3:3])[CH3:2]. The yield is 0.980. (5) The reactants are I[C:2]1[C:7]([N+:8]([O-:10])=[O:9])=[CH:6][N:5]=[C:4]2[O:11][CH2:12][CH2:13][C:3]=12.[F:14][C:15]([F:31])([F:30])[C@H:16]1[CH2:21][NH:20][CH2:19][C@@H:18]([NH:22][C:23](=[O:29])[O:24][C:25]([CH3:28])([CH3:27])[CH3:26])[CH2:17]1.CCN(C(C)C)C(C)C. The catalyst is CCO. The product is [N+:8]([C:7]1[C:2]([N:20]2[CH2:21][C@H:16]([C:15]([F:31])([F:30])[F:14])[CH2:17][C@H:18]([NH:22][C:23](=[O:29])[O:24][C:25]([CH3:27])([CH3:26])[CH3:28])[CH2:19]2)=[C:3]2[CH2:13][CH2:12][O:11][C:4]2=[N:5][CH:6]=1)([O-:10])=[O:9]. The yield is 0.690. (6) The reactants are FC(F)(F)C(O)=O.ClC1C=CC([C@H]2N3C(SC(C([N:28]4[CH2:49][C@H:48]([F:50])[CH2:47][C@H:29]4[C:30]([N:32]4[CH2:39][C:36]5([CH2:38][CH2:37]5)[N:35]([C:40](=[O:45])[C:41]([F:44])([F:43])[F:42])[CH2:34][C@H:33]4C)=[O:31])=O)=C3C(C)C)=N[C@]2(C2C=NC(Cl)=CC=2)C)=CC=1F. The catalyst is ClCCl. The product is [F:50][C@H:48]1[CH2:49][NH:28][C@H:29]([C:30]([N:32]2[CH2:39][C:36]3([CH2:38][CH2:37]3)[N:35]([C:40](=[O:45])[C:41]([F:44])([F:43])[F:42])[CH2:34][CH2:33]2)=[O:31])[CH2:47]1. The yield is 0.890. (7) The reactants are Br[C:2]1[C:7]([C:8]([F:11])([F:10])[F:9])=[CH:6][C:5]([NH:12][C:13]2[N:17]=[C:16]([NH2:18])[NH:15][N:14]=2)=[CH:4][C:3]=1[Cl:19].CN1C(C)(C)CC(SC2C=CC(B3OC(C)(C)C(C)(C)O3)=CC=2)CC1(C)C.[C:47]([O:51][CH:52]([O:79]C)[N:53]1[CH2:60][C:57]2([CH2:59][CH2:58]2)[N:56]([S:61]([C:64]2[CH:69]=[CH:68][C:67](B3OC(C)(C)C(C)(C)O3)=[CH:66][CH:65]=2)(=[O:63])=[O:62])[CH2:55][CH2:54]1)([CH3:50])([CH3:49])[CH3:48].C([O-])([O-])=O.[K+].[K+]. The catalyst is O1CCOCC1.COCCOC.C1C=CC([P]([Pd]([P](C2C=CC=CC=2)(C2C=CC=CC=2)C2C=CC=CC=2)([P](C2C=CC=CC=2)(C2C=CC=CC=2)C2C=CC=CC=2)[P](C2C=CC=CC=2)(C2C=CC=CC=2)C2C=CC=CC=2)(C2C=CC=CC=2)C2C=CC=CC=2)=CC=1. The product is [NH2:18][C:16]1[NH:15][N:14]=[C:13]([NH:12][C:5]2[CH:6]=[C:7]([C:8]([F:11])([F:10])[F:9])[C:2]([C:67]3[CH:66]=[CH:65][C:64]([S:61]([N:56]4[CH2:55][CH2:54][N:53]([C:52]([O:51][C:47]([CH3:50])([CH3:49])[CH3:48])=[O:79])[CH2:60][C:57]54[CH2:58][CH2:59]5)(=[O:63])=[O:62])=[CH:69][CH:68]=3)=[C:3]([Cl:19])[CH:4]=2)[N:17]=1. The yield is 0.170. (8) The reactants are [NH2:1][C@H:2]([C:4]1[N:13]([C:14]2[CH:19]=[CH:18][CH:17]=[C:16]([O:20][CH2:21][C:22]([F:25])([F:24])[F:23])[CH:15]=2)[C:12](=[O:26])[C:11]2[C:6](=[CH:7][CH:8]=[CH:9][C:10]=2[Cl:27])[N:5]=1)[CH3:3].Cl[C:29]1[C:30]2[CH:37]=[CH:36][NH:35][C:31]=2[N:32]=[CH:33][N:34]=1.C(N(C(C)C)CC)(C)C. The catalyst is CC(O)(C)C. The product is [N:32]1[C:31]2[NH:35][CH:36]=[CH:37][C:30]=2[C:29]([NH:1][C@H:2]([C:4]2[N:13]([C:14]3[CH:19]=[CH:18][CH:17]=[C:16]([O:20][CH2:21][C:22]([F:23])([F:25])[F:24])[CH:15]=3)[C:12](=[O:26])[C:11]3[C:6](=[CH:7][CH:8]=[CH:9][C:10]=3[Cl:27])[N:5]=2)[CH3:3])=[N:34][CH:33]=1. The yield is 0.150.